From a dataset of Full USPTO retrosynthesis dataset with 1.9M reactions from patents (1976-2016). Predict the reactants needed to synthesize the given product. (1) Given the product [C:1]1([CH2:7][CH2:8][CH2:9][CH2:10][CH2:11][CH2:12][C:13]([NH:54][C@H:53]2[CH2:52][NH:51][C:50]2=[O:49])=[O:15])[CH:2]=[CH:3][CH:4]=[CH:5][CH:6]=1, predict the reactants needed to synthesize it. The reactants are: [C:1]1([CH2:7][CH2:8][CH2:9][CH2:10][CH2:11][CH2:12][C:13]([OH:15])=O)[CH:6]=[CH:5][CH:4]=[CH:3][CH:2]=1.CCN(CC)CC.CN(C(ON1N=NC2C=CC=CC1=2)=[N+](C)C)C.[B-](F)(F)(F)F.C([O-])(=O)C.[O:49]=[C:50]1[C@@H:53]([NH3+:54])[CH2:52][NH:51]1. (2) The reactants are: [CH2:1]([NH:3][C@@H:4]1[CH2:8][CH2:7][N:6]([C:9]2[C:14]([C:15]([O:17][CH:18]([CH3:20])[CH3:19])=[O:16])=[C:13]([C:21]3[CH:26]=[CH:25][CH:24]=[CH:23][CH:22]=3)[CH:12]=[CH:11][N:10]=2)[CH2:5]1)[CH3:2].[O:27]1[CH:31]=[CH:30][CH:29]=[C:28]1[CH:32]=O.C(O)(=O)C.C([BH3-])#N.[Na+]. Given the product [CH2:1]([N:3]([CH2:32][C:28]1[O:27][CH:31]=[CH:30][CH:29]=1)[C@@H:4]1[CH2:8][CH2:7][N:6]([C:9]2[C:14]([C:15]([O:17][CH:18]([CH3:20])[CH3:19])=[O:16])=[C:13]([C:21]3[CH:26]=[CH:25][CH:24]=[CH:23][CH:22]=3)[CH:12]=[CH:11][N:10]=2)[CH2:5]1)[CH3:2], predict the reactants needed to synthesize it. (3) Given the product [F:19][C:13]1[C:14]([F:18])=[CH:15][CH:16]=[CH:17][C:12]=1[N:11]1[CH:26]=[N:21][N:20]=[C:10]1[C:8]1[CH:9]=[C:5]([C:3]([OH:2])=[O:4])[NH:6][CH:7]=1, predict the reactants needed to synthesize it. The reactants are: C[O:2][C:3]([C:5]1[N:6](S(C)(=O)=O)[CH:7]=[C:8]([C:10](=[N:20][NH2:21])[NH:11][C:12]2[CH:17]=[CH:16][CH:15]=[C:14]([F:18])[C:13]=2[F:19])[CH:9]=1)=[O:4].[CH:26](OCC)(OCC)OCC.C([O-])(O)=O.[Na+]. (4) Given the product [NH:9]1[C:14]2[C:6](=[CH:5][CH:4]=[CH:3][CH:15]=2)[CH:7]=[CH:8]1, predict the reactants needed to synthesize it. The reactants are: N([C:3]1[CH:15]=[CH:14][C:6]([CH2:7][C@H:8]2COC(=O)[NH:9]2)=[CH:5][CH:4]=1)N.C(OC(OCC)CCCN(C)C)C. (5) Given the product [CH2:16]([C:13]1[N:14]([CH3:15])[C:10]([C:8](=[O:9])[C:7]2[CH:23]=[CH:24][C:4]([N+:1]([O-:3])=[O:2])=[CH:5][CH:6]=2)=[C:11]([CH3:22])[CH:12]=1)[CH3:17].[CH2:13]([CH2:16][C:17]([O-:19])=[O:18])[CH2:12][CH3:11], predict the reactants needed to synthesize it. The reactants are: [N+:1]([C:4]1[CH:24]=[CH:23][C:7]([C:8]([C:10]2[N:14]([CH3:15])[C:13]([CH2:16][C:17]([O:19]CC)=[O:18])=[CH:12][C:11]=2[CH3:22])=[O:9])=[CH:6][CH:5]=1)([O-:3])=[O:2].C(I)CC. (6) Given the product [CH2:1]([CH:8]1[O:12][C:11](=[O:13])[C:10]([CH:15]([C:22]2[NH:21][C:29]3[C:24]([C:23]=2[CH2:30][CH2:31][NH:32][C:33](=[O:35])[CH3:34])=[CH:25][CH:26]=[CH:27][CH:28]=3)[CH2:16][CH2:17][CH2:18][CH3:19])=[C:9]1[OH:14])[C:2]1[CH:3]=[CH:4][CH:5]=[CH:6][CH:7]=1, predict the reactants needed to synthesize it. The reactants are: [CH2:1]([CH:8]1[O:12][C:11](=[O:13])[CH:10]=[C:9]1[OH:14])[C:2]1[CH:7]=[CH:6][CH:5]=[CH:4][CH:3]=1.[CH:15](=O)[CH2:16][CH2:17][CH2:18][CH3:19].[NH:21]1[C:29]2[C:24](=[CH:25][CH:26]=[CH:27][CH:28]=2)[C:23]([CH2:30][CH2:31][NH:32][C:33](=[O:35])[CH3:34])=[CH:22]1. (7) Given the product [CH3:1][O:2][CH2:3][C@H:4]([NH:5][C:21]([C:16]1[C:15]2[CH:14]=[CH:13][NH:12][C:20]=2[CH:19]=[CH:18][CH:17]=1)=[O:22])[C:6]1[CH:11]=[CH:10][CH:9]=[CH:8][CH:7]=1, predict the reactants needed to synthesize it. The reactants are: [CH3:1][O:2][CH2:3][C@@H:4]([C:6]1[CH:11]=[CH:10][CH:9]=[CH:8][CH:7]=1)[NH2:5].[NH:12]1[C:20]2[CH:19]=[CH:18][CH:17]=[C:16]([C:21](O)=[O:22])[C:15]=2[CH:14]=[CH:13]1.COC1C=C(C=CC=1)CNC(C1C2C=CNC=2C=CC=1)=O.